This data is from Full USPTO retrosynthesis dataset with 1.9M reactions from patents (1976-2016). The task is: Predict the reactants needed to synthesize the given product. (1) Given the product [C:12]([O:1][C:2]1[CH:11]=[CH:10][CH:9]=[C:8]2[C:3]=1[CH:4]=[CH:5][CH:6]=[N:7]2)(=[O:14])[CH3:13], predict the reactants needed to synthesize it. The reactants are: [OH:1][C:2]1[CH:11]=[CH:10][CH:9]=[C:8]2[C:3]=1[CH:4]=[CH:5][CH:6]=[N:7]2.[C:12](OC(=O)C)(=[O:14])[CH3:13]. (2) Given the product [Cl:21][C:7]1[CH:6]=[C:5]([CH2:8][C:9]([O:11][CH2:12][CH3:13])=[O:10])[CH:4]=[CH:3][C:2]=1[OH:1], predict the reactants needed to synthesize it. The reactants are: [OH:1][C:2]1[CH:7]=[CH:6][C:5]([CH2:8][C:9]([O:11][CH2:12][CH3:13])=[O:10])=[CH:4][CH:3]=1.C1C(=O)N([Cl:21])C(=O)C1. (3) Given the product [NH:31]1[C:39]2[C:34](=[CH:35][CH:36]=[CH:37][CH:38]=2)[C:33](/[CH:40]=[C:8]2\[O:9][C:5]3[C:4]([C:13]#[C:14][C:15]([N:18]4[CH2:19][CH2:20][N:21]([C:24]([O:26][C:27]([CH3:30])([CH3:29])[CH3:28])=[O:25])[CH2:22][CH2:23]4)([CH3:17])[CH3:16])=[C:3]([O:2][CH3:1])[CH:12]=[CH:11][C:6]=3[C:7]\2=[O:10])=[N:32]1, predict the reactants needed to synthesize it. The reactants are: [CH3:1][O:2][C:3]1[CH:12]=[CH:11][C:6]2[C:7](=[O:10])[CH2:8][O:9][C:5]=2[C:4]=1[C:13]#[C:14][C:15]([N:18]1[CH2:23][CH2:22][N:21]([C:24]([O:26][C:27]([CH3:30])([CH3:29])[CH3:28])=[O:25])[CH2:20][CH2:19]1)([CH3:17])[CH3:16].[NH:31]1[C:39]2[C:34](=[CH:35][CH:36]=[CH:37][CH:38]=2)[C:33]([CH:40]=O)=[N:32]1.N1CCCCC1. (4) The reactants are: C([O:4][CH2:5][C:6]1[C:11]([C:12]2[CH:17]=[CH:16][N:15]=[C:14]([NH2:18])[C:13]=2[NH2:19])=[CH:10][CH:9]=[CH:8][C:7]=1[N:20]1[C:26](=[O:27])[C:25]2[C:28]([F:35])=[CH:29][C:30]([CH:32]3[CH2:34][CH2:33]3)=[CH:31][C:24]=2[O:23][CH2:22][CH2:21]1)(=O)C.[CH3:36][N:37]1[CH:41]=[C:40]([CH:42]=O)[CH:39]=[N:38]1. Given the product [CH:32]1([C:30]2[CH:29]=[C:28]([F:35])[C:25]3[C:26](=[O:27])[N:20]([C:7]4[CH:8]=[CH:9][CH:10]=[C:11]([C:12]5[CH:17]=[CH:16][N:15]=[C:14]6[N:18]=[C:42]([C:40]7[CH:39]=[N:38][N:37]([CH3:36])[CH:41]=7)[NH:19][C:13]=56)[C:6]=4[CH2:5][OH:4])[CH2:21][CH2:22][O:23][C:24]=3[CH:31]=2)[CH2:33][CH2:34]1, predict the reactants needed to synthesize it. (5) Given the product [F:11][C:5]1[CH:6]=[CH:7][CH:8]=[C:9]([F:10])[C:4]=1[C:2](=[O:3])[CH2:1][CH2:23][C:24]([O:26][C:27]([CH3:30])([CH3:29])[CH3:28])=[O:25], predict the reactants needed to synthesize it. The reactants are: [CH3:1][C:2]([C:4]1[C:9]([F:10])=[CH:8][CH:7]=[CH:6][C:5]=1[F:11])=[O:3].C[Si]([N-][Si](C)(C)C)(C)C.[Li+].Br[CH2:23][C:24]([O:26][C:27]([CH3:30])([CH3:29])[CH3:28])=[O:25]. (6) Given the product [NH2:14][C:10]1[CH:9]=[C:4]([CH:3]=[C:2]([Br:1])[C:11]=1[NH:12][CH3:13])[C:5]([O:7][CH3:8])=[O:6], predict the reactants needed to synthesize it. The reactants are: [Br:1][C:2]1[CH:3]=[C:4]([CH:9]=[C:10]([N+:14]([O-])=O)[C:11]=1[NH:12][CH3:13])[C:5]([O:7][CH3:8])=[O:6].